Predict which catalyst facilitates the given reaction. From a dataset of Catalyst prediction with 721,799 reactions and 888 catalyst types from USPTO. (1) Reactant: NC1C=CC(C2N(C)C(C#N)=CC=2)=CC=1C(O)(C)C.C1N=CN(C(N2C=NC=C2)=[S:26])C=1.C1N=CN(C(N2C=NC=C2)=O)C=1.[CH3:44][C:45]1([CH3:63])[C:50]2[CH:51]=[C:52]([N:55]3[CH:59]=[CH:58][CH:57]=[C:56]3[C:60]#[N:61])[CH:53]=[CH:54][C:49]=2[NH:48][C:47](=O)[O:46]1. Product: [CH3:44][C:45]1([CH3:63])[C:50]2[CH:51]=[C:52]([N:55]3[CH:59]=[CH:58][CH:57]=[C:56]3[C:60]#[N:61])[CH:53]=[CH:54][C:49]=2[NH:48][C:47](=[S:26])[O:46]1. The catalyst class is: 1. (2) Reactant: [Cl:1][C:2]1[CH:10]=[CH:9][C:5]([C:6](Cl)=[O:7])=[CH:4][CH:3]=1.[Al+3].[Cl-].[Cl-].[Cl-].[CH3:15][S:16][C:17]1[C:22]2[CH:23]=[C:24]3[N:29]([C:21]=2[N:20]=[CH:19][CH:18]=1)[CH2:28][CH2:27][CH2:26][CH:25]3[CH2:30][C:31]([O:33][CH2:34][CH3:35])=[O:32]. Product: [Cl:1][C:2]1[CH:10]=[CH:9][C:5]([C:6]([C:23]2[C:22]3[C:17]([S:16][CH3:15])=[CH:18][CH:19]=[N:20][C:21]=3[N:29]3[C:24]=2[CH:25]([CH2:30][C:31]([O:33][CH2:34][CH3:35])=[O:32])[CH2:26][CH2:27][CH2:28]3)=[O:7])=[CH:4][CH:3]=1. The catalyst class is: 26. (3) Reactant: [NH2:1][C:2]1[C:3]([SH:9])=[N:4][CH:5]=[N:6][C:7]=1[SH:8].[CH3:10][N:11]1[C:15]([C:16](O)=O)=[C:14]([C:19]2[CH:24]=[CH:23][CH:22]=[CH:21][CH:20]=2)[N:13]=[CH:12]1.O=P(Cl)(Cl)Cl. Product: [CH3:10][N:11]1[C:15]([C:16]2[S:9][C:3]3[N:4]=[CH:5][N:6]=[C:7]([SH:8])[C:2]=3[N:1]=2)=[C:14]([C:19]2[CH:24]=[CH:23][CH:22]=[CH:21][CH:20]=2)[N:13]=[CH:12]1. The catalyst class is: 17.